Dataset: NCI-60 drug combinations with 297,098 pairs across 59 cell lines. Task: Regression. Given two drug SMILES strings and cell line genomic features, predict the synergy score measuring deviation from expected non-interaction effect. (1) Drug 1: C1=CC=C(C=C1)NC(=O)CCCCCCC(=O)NO. Drug 2: C1CN1C2=NC(=NC(=N2)N3CC3)N4CC4. Cell line: CCRF-CEM. Synergy scores: CSS=63.9, Synergy_ZIP=6.71, Synergy_Bliss=5.86, Synergy_Loewe=4.22, Synergy_HSA=7.43. (2) Drug 1: C1=NC(=NC(=O)N1C2C(C(C(O2)CO)O)O)N. Drug 2: CC12CCC3C(C1CCC2OP(=O)(O)O)CCC4=C3C=CC(=C4)OC(=O)N(CCCl)CCCl.[Na+]. Cell line: UO-31. Synergy scores: CSS=26.0, Synergy_ZIP=-11.9, Synergy_Bliss=-15.6, Synergy_Loewe=-9.86, Synergy_HSA=-8.79. (3) Drug 1: CS(=O)(=O)C1=CC(=C(C=C1)C(=O)NC2=CC(=C(C=C2)Cl)C3=CC=CC=N3)Cl. Drug 2: CN(C(=O)NC(C=O)C(C(C(CO)O)O)O)N=O. Cell line: KM12. Synergy scores: CSS=17.2, Synergy_ZIP=-8.74, Synergy_Bliss=-0.0194, Synergy_Loewe=-13.9, Synergy_HSA=-0.515. (4) Cell line: HT29. Drug 2: C1CCC(C(C1)N)N.C(=O)(C(=O)[O-])[O-].[Pt+4]. Drug 1: CC1=C(N=C(N=C1N)C(CC(=O)N)NCC(C(=O)N)N)C(=O)NC(C(C2=CN=CN2)OC3C(C(C(C(O3)CO)O)O)OC4C(C(C(C(O4)CO)O)OC(=O)N)O)C(=O)NC(C)C(C(C)C(=O)NC(C(C)O)C(=O)NCCC5=NC(=CS5)C6=NC(=CS6)C(=O)NCCC[S+](C)C)O. Synergy scores: CSS=20.7, Synergy_ZIP=-0.907, Synergy_Bliss=3.14, Synergy_Loewe=0.208, Synergy_HSA=5.59. (5) Drug 1: C1=CC(=CC=C1CC(C(=O)O)N)N(CCCl)CCCl.Cl. Drug 2: C1CC(C1)(C(=O)O)C(=O)O.[NH2-].[NH2-].[Pt+2]. Cell line: HOP-92. Synergy scores: CSS=46.6, Synergy_ZIP=-4.36, Synergy_Bliss=-1.64, Synergy_Loewe=-1.59, Synergy_HSA=0.454. (6) Drug 1: C1CN1P(=S)(N2CC2)N3CC3. Drug 2: CC(C)CN1C=NC2=C1C3=CC=CC=C3N=C2N. Cell line: HS 578T. Synergy scores: CSS=10.3, Synergy_ZIP=-0.362, Synergy_Bliss=3.59, Synergy_Loewe=1.41, Synergy_HSA=0.908. (7) Drug 1: CCCCCOC(=O)NC1=NC(=O)N(C=C1F)C2C(C(C(O2)C)O)O. Drug 2: CC(C)CN1C=NC2=C1C3=CC=CC=C3N=C2N. Cell line: PC-3. Synergy scores: CSS=4.65, Synergy_ZIP=-2.10, Synergy_Bliss=-2.53, Synergy_Loewe=0.542, Synergy_HSA=-0.969. (8) Drug 1: C(CC(=O)O)C(=O)CN.Cl. Drug 2: CN(C(=O)NC(C=O)C(C(C(CO)O)O)O)N=O. Cell line: A498. Synergy scores: CSS=8.22, Synergy_ZIP=-3.52, Synergy_Bliss=-1.54, Synergy_Loewe=-2.92, Synergy_HSA=-1.25. (9) Drug 1: C(=O)(N)NO. Drug 2: CC1=C(N=C(N=C1N)C(CC(=O)N)NCC(C(=O)N)N)C(=O)NC(C(C2=CN=CN2)OC3C(C(C(C(O3)CO)O)O)OC4C(C(C(C(O4)CO)O)OC(=O)N)O)C(=O)NC(C)C(C(C)C(=O)NC(C(C)O)C(=O)NCCC5=NC(=CS5)C6=NC(=CS6)C(=O)NCCC[S+](C)C)O. Cell line: NCI-H522. Synergy scores: CSS=16.4, Synergy_ZIP=-5.63, Synergy_Bliss=-1.97, Synergy_Loewe=-11.2, Synergy_HSA=-1.02. (10) Synergy scores: CSS=-0.813, Synergy_ZIP=9.55, Synergy_Bliss=4.34, Synergy_Loewe=0.883, Synergy_HSA=0.311. Drug 2: C1CNP(=O)(OC1)N(CCCl)CCCl. Cell line: M14. Drug 1: CCC(=C(C1=CC=CC=C1)C2=CC=C(C=C2)OCCN(C)C)C3=CC=CC=C3.C(C(=O)O)C(CC(=O)O)(C(=O)O)O.